This data is from Reaction yield outcomes from USPTO patents with 853,638 reactions. The task is: Predict the reaction yield, written as a fraction of the theoretical maximum amount of product (1.0 means a 100% yield; for example, 0.34 means a 34% yield). (1) The product is [N+:1]([C:4]1[CH:5]=[CH:6][C:7]([N:10]2[CH2:15][CH2:14][N:13]([S:24]([CH3:23])(=[O:26])=[O:25])[CH2:12][CH2:11]2)=[CH:8][CH:9]=1)([O-:3])=[O:2]. The reactants are [N+:1]([C:4]1[CH:9]=[CH:8][C:7]([N:10]2[CH2:15][CH2:14][NH:13][CH2:12][CH2:11]2)=[CH:6][CH:5]=1)([O-:3])=[O:2].C(N(CC)CC)C.[CH3:23][S:24](Cl)(=[O:26])=[O:25].C(=O)(O)[O-].[Na+]. The yield is 1.00. The catalyst is ClCCl. (2) The reactants are C(OC([N:8]1[C:12]2[N:13]=[C:14]([C:19]3[CH:24]=[CH:23][C:22]([O:25][CH3:26])=[C:21]([F:27])[CH:20]=3)[N:15]=[C:16]([CH2:17][CH3:18])[C:11]=2[CH:10]=[CH:9]1)=O)(C)(C)C.FC(F)(F)C(O)=O. The catalyst is ClCCl. The product is [CH2:17]([C:16]1[C:11]2[CH:10]=[CH:9][NH:8][C:12]=2[N:13]=[C:14]([C:19]2[CH:24]=[CH:23][C:22]([O:25][CH3:26])=[C:21]([F:27])[CH:20]=2)[N:15]=1)[CH3:18]. The yield is 0.958. (3) The product is [NH:1]1[CH2:2][CH2:3][CH:4]([C:7]2[CH:15]=[CH:14][CH:13]=[C:12]3[C:8]=2[CH2:9][C:10](=[O:16])[NH:11]3)[CH2:5][CH2:6]1. The yield is 0.960. The catalyst is CO.O.C(O)(=O)C.[Pt](=O)=O. The reactants are [N:1]1[CH:6]=[CH:5][C:4]([C:7]2[CH:15]=[CH:14][CH:13]=[C:12]3[C:8]=2[CH2:9][C:10](=[O:16])[NH:11]3)=[CH:3][CH:2]=1.Cl. (4) The reactants are [CH:1]1([C:7]([CH2:12][O:13][CH3:14])([CH2:10]O)[CH2:8][OH:9])[CH2:6][CH2:5][CH2:4][CH2:3][CH2:2]1.[C:15]1(=[O:21])[CH2:20][CH2:19][CH2:18][CH2:17][CH2:16]1.C1(C)C=CC(S(O)(=O)=O)=CC=1.C(=O)([O-])O.[Na+]. The catalyst is O1CCCC1. The product is [CH:1]1([C:7]2([CH2:12][O:13][CH3:14])[CH2:8][O:9][C:15]3([CH2:20][CH2:19][CH2:18][CH2:17][CH2:16]3)[O:21][CH2:10]2)[CH2:6][CH2:5][CH2:4][CH2:3][CH2:2]1. The yield is 0.990. (5) The reactants are [CH2:1]([N:3]=[C:4]=[O:5])[CH3:2].[CH2:6]([N:13]1[CH2:18][CH2:17][CH:16]([N:19]2[CH2:23][C:22]3=[CH:24][N:25]=[C:26]([CH2:27][OH:28])[N:21]3[C:20]2=[O:29])[CH2:15][CH2:14]1)[C:7]1[CH:12]=[CH:11][CH:10]=[CH:9][CH:8]=1. The catalyst is C1COCC1. The product is [CH2:1]([NH:3][C:4](=[O:5])[O:28][CH2:27][C:26]1[N:21]2[C:20](=[O:29])[N:19]([CH:16]3[CH2:17][CH2:18][N:13]([CH2:6][C:7]4[CH:8]=[CH:9][CH:10]=[CH:11][CH:12]=4)[CH2:14][CH2:15]3)[CH2:23][C:22]2=[CH:24][N:25]=1)[CH3:2]. The yield is 0.950. (6) The reactants are [F:1][C:2]([F:26])([F:25])[C:3]1[CH:8]=[CH:7][C:6]([C:9]2[S:13][C:12]([C:14]3[CH:24]=[CH:23][C:17]([C:18]([O:20]CC)=[O:19])=[CH:16][CH:15]=3)=[CH:11][CH:10]=2)=[CH:5][CH:4]=1.[OH-].[Na+].O1CCCC1.Cl. The catalyst is O.C(O)C. The product is [F:25][C:2]([F:1])([F:26])[C:3]1[CH:4]=[CH:5][C:6]([C:9]2[S:13][C:12]([C:14]3[CH:24]=[CH:23][C:17]([C:18]([OH:20])=[O:19])=[CH:16][CH:15]=3)=[CH:11][CH:10]=2)=[CH:7][CH:8]=1. The yield is 0.670. (7) The reactants are [CH2:1]([C:4]1[CH:9]=[CH:8][C:7]([O:10][CH3:11])=[CH:6][C:5]=1[OH:12])[CH:2]=[CH2:3].C(=O)([O-])[O-].[K+].[K+].[CH2:19](Br)[C:20]1[CH:25]=[CH:24][CH:23]=[CH:22][CH:21]=1. The catalyst is CN(C=O)C.[I-].C([N+](CCCC)(CCCC)CCCC)CCC.O. The product is [CH2:1]([C:4]1[CH:9]=[CH:8][C:7]([O:10][CH3:11])=[CH:6][C:5]=1[O:12][CH2:19][C:20]1[CH:25]=[CH:24][CH:23]=[CH:22][CH:21]=1)[CH:2]=[CH2:3]. The yield is 0.900. (8) The product is [F:29][C:30]1[C:39]2[C:34](=[CH:35][CH:36]=[CH:37][CH:38]=2)[C:33]([C@H:40]([NH:42][C:14](=[O:16])[CH2:13][CH2:12][C@@H:4]2[CH2:3][C:2](=[O:1])[C:11]3[C:6](=[CH:7][CH:8]=[CH:9][CH:10]=3)[CH2:5]2)[CH3:41])=[CH:32][CH:31]=1. The yield is 0.581. The reactants are [O:1]=[C:2]1[C:11]2[C:6](=[CH:7][CH:8]=[CH:9][CH:10]=2)[CH2:5][C@@H:4]([CH2:12][CH2:13][C:14]([OH:16])=O)[CH2:3]1.C1N=CN(C(N2C=NC=C2)=O)C=1.[F:29][C:30]1[C:39]2[C:34](=[CH:35][CH:36]=[CH:37][CH:38]=2)[C:33]([C@H:40]([NH2:42])[CH3:41])=[CH:32][CH:31]=1. The catalyst is CN(C=O)C.